From a dataset of Forward reaction prediction with 1.9M reactions from USPTO patents (1976-2016). Predict the product of the given reaction. (1) Given the reactants [I:1][C:2]1[CH:7]=[CH:6][C:5]([C:8]2[O:12][C:11]([CH2:13][C:14]([OH:16])=O)=[N:10][N:9]=2)=[CH:4][CH:3]=1.CN.[CH3:19][N:20](C(ON1N=NC2C=CC=NC1=2)=[N+](C)C)C.F[P-](F)(F)(F)(F)F.CCN(C(C)C)C(C)C, predict the reaction product. The product is: [I:1][C:2]1[CH:7]=[CH:6][C:5]([C:8]2[O:12][C:11]([CH2:13][C:14]([NH:20][CH3:19])=[O:16])=[N:10][N:9]=2)=[CH:4][CH:3]=1. (2) Given the reactants [NH2:1][C:2]([NH2:4])=[S:3].[F:5][C:6]1[C:15]2[O:14][CH2:13][C:12](=[O:16])[NH:11][C:10]=2[CH:9]=[C:8]([C:17](=[CH:20][C:21]2[CH:26]=[CH:25][CH:24]=[CH:23][CH:22]=2)[CH:18]=O)[CH:7]=1.Cl.[OH-].[Na+], predict the reaction product. The product is: [NH2:1][C:2]1[S:3][CH:20]([C:21]2[CH:26]=[CH:25][CH:24]=[CH:23][CH:22]=2)[C:17]([C:8]2[CH:7]=[C:6]([F:5])[C:15]3[O:14][CH2:13][C:12](=[O:16])[NH:11][C:10]=3[CH:9]=2)=[CH:18][N:4]=1. (3) The product is: [I:11][C:6]1[CH:5]=[CH:4][N:3]=[C:2]2[O:10][CH2:9][CH2:8][C:7]=12. Given the reactants F[C:2]1[C:7]([CH2:8][CH2:9][OH:10])=[C:6]([I:11])[CH:5]=[CH:4][N:3]=1.[O-]P([O-])([O-])=O.[K+].[K+].[K+], predict the reaction product. (4) Given the reactants [H-].[Na+].[CH3:3][O:4][C:5](=[O:22])[C:6]1[CH:11]=[C:10]([C:12](=[O:20])[C:13]2[CH:18]=[CH:17][C:16]([OH:19])=[CH:15][N:14]=2)[CH:9]=[CH:8][C:7]=1[F:21].[Cl:23][C:24]1[CH:29]=[CH:28][CH:27]=[C:26]([CH2:30]Cl)[CH:25]=1.[Na+].[I-], predict the reaction product. The product is: [CH3:3][O:4][C:5](=[O:22])[C:6]1[CH:11]=[C:10]([C:12](=[O:20])[C:13]2[CH:18]=[CH:17][C:16]([O:19][CH2:30][C:26]3[CH:27]=[CH:28][CH:29]=[C:24]([Cl:23])[CH:25]=3)=[CH:15][N:14]=2)[CH:9]=[CH:8][C:7]=1[F:21].